Dataset: Full USPTO retrosynthesis dataset with 1.9M reactions from patents (1976-2016). Task: Predict the reactants needed to synthesize the given product. (1) The reactants are: [NH2:1][C:2]1[CH:7]=[CH:6][C:5](Br)=[CH:4][N:3]=1.[CH:9]1([NH:12][S:13]([C:16]2[CH:21]=[CH:20][C:19](B3OC(C)(C)C(C)(C)O3)=[CH:18][CH:17]=2)(=[O:15])=[O:14])[CH2:11][CH2:10]1.C(=O)([O-])[O-].[Na+].[Na+].C(#N)C. Given the product [NH2:1][C:2]1[N:3]=[CH:4][C:5]([C:19]2[CH:20]=[CH:21][C:16]([S:13]([NH:12][CH:9]3[CH2:11][CH2:10]3)(=[O:15])=[O:14])=[CH:17][CH:18]=2)=[CH:6][CH:7]=1, predict the reactants needed to synthesize it. (2) Given the product [Cl:28][C:29]1[CH:30]=[CH:31][C:32]([O:61][CH3:62])=[C:33]([C:35]2[C:44]3[C:39](=[CH:40][C:41]([S:45]([N:6]([CH2:5][C:4]4[CH:12]=[CH:13][C:14]([O:16][CH3:17])=[CH:15][C:3]=4[O:2][CH3:1])[C:7]4[S:11][N:10]=[CH:9][N:8]=4)(=[O:47])=[O:46])=[CH:42][CH:43]=3)[C:38](=[O:60])[NH:37][N:36]=2)[CH:34]=1, predict the reactants needed to synthesize it. The reactants are: [CH3:1][O:2][C:3]1[CH:15]=[C:14]([O:16][CH3:17])[CH:13]=[CH:12][C:4]=1[CH2:5][NH:6][C:7]1[S:11][N:10]=[CH:9][N:8]=1.C[Si]([N-][Si](C)(C)C)(C)C.[Li+].[Cl:28][C:29]1[CH:30]=[CH:31][C:32]([O:61][CH3:62])=[C:33]([C:35]2[C:44]3[C:39](=[CH:40][C:41]([S:45](OC4C(F)=C(F)C(F)=C(F)C=4F)(=[O:47])=[O:46])=[CH:42][CH:43]=3)[C:38](=[O:60])[NH:37][N:36]=2)[CH:34]=1. (3) Given the product [C:1]([O:4][C@@H:5]([CH2:11][C:12]1[CH:17]=[CH:16][CH:15]=[CH:14][C:13]=1[O:18][CH:24]1[CH2:23][CH2:22][CH2:21][CH2:20][O:19]1)[C:6]([O:8][CH2:9][CH3:10])=[O:7])(=[O:3])[CH3:2], predict the reactants needed to synthesize it. The reactants are: [C:1]([O:4][C@@H:5]([CH2:11][C:12]1[CH:17]=[CH:16][CH:15]=[CH:14][C:13]=1[OH:18])[C:6]([O:8][CH2:9][CH3:10])=[O:7])(=[O:3])[CH3:2].[OH2:19].[C:20]1(C)C=[CH:24][C:23](S(O)(=O)=O)=[CH:22][CH:21]=1. (4) Given the product [F:24][C:20]1[C:17]2[CH2:18][CH2:19][CH:13]([N:11]3[CH:12]=[C:8]([C:5]4[N:4]=[CH:3][C:2]([C:34]5[CH:35]=[CH:36][N:31]=[CH:32][CH:33]=5)=[CH:7][N:6]=4)[N:9]=[N:10]3)[C:14](=[O:30])[N:15]([CH2:25][C:26]([F:29])([F:28])[F:27])[C:16]=2[CH:23]=[CH:22][CH:21]=1, predict the reactants needed to synthesize it. The reactants are: Br[C:2]1[CH:3]=[N:4][C:5]([C:8]2[N:9]=[N:10][N:11]([CH:13]3[CH2:19][CH2:18][C:17]4[C:20]([F:24])=[CH:21][CH:22]=[CH:23][C:16]=4[N:15]([CH2:25][C:26]([F:29])([F:28])[F:27])[C:14]3=[O:30])[CH:12]=2)=[N:6][CH:7]=1.[N:31]1[CH:36]=[CH:35][C:34](B(O)O)=[CH:33][CH:32]=1.C(=O)([O-])[O-].[Cs+].[Cs+].CC(C1C=C(C(C)C)C(C2C=CC=CC=2P(C2CCCCC2)C2CCCCC2)=C(C(C)C)C=1)C. (5) Given the product [CH2:1]([O:8][C:9]1[CH:10]=[CH:11][C:12]([OH:15])=[C:13]([C:33]2([OH:40])[C:34]3[C:39](=[CH:38][CH:37]=[CH:36][CH:35]=3)[N:31]([CH:30]([C:24]3[CH:25]=[CH:26][CH:27]=[CH:28][CH:29]=3)[C:42]3[CH:47]=[CH:46][CH:45]=[CH:44][CH:43]=3)[C:32]2=[O:41])[CH:14]=1)[C:2]1[CH:3]=[CH:4][CH:5]=[CH:6][CH:7]=1, predict the reactants needed to synthesize it. The reactants are: [CH2:1]([O:8][C:9]1[CH:14]=[CH:13][C:12]([OH:15])=[CH:11][CH:10]=1)[C:2]1[CH:7]=[CH:6][CH:5]=[CH:4][CH:3]=1.BrC1C=C(O)C=CC=1.[C:24]1([CH:30]([C:42]2[CH:47]=[CH:46][CH:45]=[CH:44][CH:43]=2)[N:31]2[C:39]3[C:34](=[CH:35][CH:36]=[CH:37][CH:38]=3)[C:33](=[O:40])[C:32]2=[O:41])[CH:29]=[CH:28][CH:27]=[CH:26][CH:25]=1.FC(F)(F)C1OC(CN2C3C(=CC=CC=3)C(=O)C2=O)=CC=1.